Dataset: Full USPTO retrosynthesis dataset with 1.9M reactions from patents (1976-2016). Task: Predict the reactants needed to synthesize the given product. (1) The reactants are: [Si:1]([O:8][C:9]1[CH:18]=[C:17]([CH3:19])[CH:16]=[CH:15][C:10]=1[C:11]([O:13][CH3:14])=[O:12])([C:4]([CH3:7])([CH3:6])[CH3:5])([CH3:3])[CH3:2].C1C(=O)N([Br:27])C(=O)C1.CC(N=NC(C#N)(C)C)(C#N)C.O. Given the product [Br:27][CH2:19][C:17]1[CH:16]=[CH:15][C:10]([C:11]([O:13][CH3:14])=[O:12])=[C:9]([O:8][Si:1]([C:4]([CH3:7])([CH3:6])[CH3:5])([CH3:2])[CH3:3])[CH:18]=1, predict the reactants needed to synthesize it. (2) Given the product [CH2:1]([O:3][C:4]([C:6]1([C:9]2[CH:10]=[CH:11][C:12]([C:15]3[CH:20]=[CH:19][C:18]([C:21]4[O:25][N:24]=[C:23]([CH3:26])[C:22]=4[NH:27][C:37]([NH:36][C@@H:29]([C:30]4[CH:35]=[CH:34][CH:33]=[CH:32][CH:31]=4)[CH3:28])=[O:38])=[CH:17][CH:16]=3)=[CH:13][CH:14]=2)[CH2:8][CH2:7]1)=[O:5])[CH3:2], predict the reactants needed to synthesize it. The reactants are: [CH2:1]([O:3][C:4]([C:6]1([C:9]2[CH:14]=[CH:13][C:12]([C:15]3[CH:20]=[CH:19][C:18]([C:21]4[O:25][N:24]=[C:23]([CH3:26])[C:22]=4[NH2:27])=[CH:17][CH:16]=3)=[CH:11][CH:10]=2)[CH2:8][CH2:7]1)=[O:5])[CH3:2].[CH3:28][C@@H:29]([N:36]=[C:37]=[O:38])[C:30]1[CH:35]=[CH:34][CH:33]=[CH:32][CH:31]=1. (3) Given the product [CH:3]1[C:8]([C:62]([OH:64])=[O:63])=[CH:7][C:6]2[C:12]([O:14][C:15]3([C:25]4[CH:26]=[CH:27][C:28]([OH:30])=[CH:29][C:24]=4[O:23][C:17]4[CH:18]=[C:19]([OH:22])[CH:20]=[CH:21][C:16]3=4)[C:5]=2[CH:4]=1)=[O:13], predict the reactants needed to synthesize it. The reactants are: NN.[CH:3]1[C:8](N=C=S)=[CH:7][C:6]2[C:12]([O:14][C:15]3([C:25]4[CH:26]=[CH:27][C:28]([OH:30])=[CH:29][C:24]=4[O:23][C:17]4[CH:18]=[C:19]([OH:22])[CH:20]=[CH:21][C:16]3=4)[C:5]=2[CH:4]=1)=[O:13].C(N(C(C)C)CC)(C)C.C1C=CC([C:62]([OH:64])=[O:63])=C(C2C3C=CC(O)=CC=3OC3C=2C=CC(C=3)=O)C=1. (4) Given the product [Cl:8][C:6]1[CH:5]=[CH:4][C:3]([C:9](=[O:11])[CH3:10])=[C:2]([NH:1][C:19]2[CH:24]=[CH:23][CH:22]=[CH:21][CH:20]=2)[CH:7]=1, predict the reactants needed to synthesize it. The reactants are: [NH2:1][C:2]1[CH:7]=[C:6]([Cl:8])[CH:5]=[CH:4][C:3]=1[C:9](=[O:11])[CH3:10].C([O-])([O-])=O.[K+].[K+].I[C:19]1[CH:24]=[CH:23][CH:22]=[CH:21][CH:20]=1. (5) Given the product [F:1][C:2]1[C:7]([F:8])=[CH:6][CH:5]=[CH:4][C:3]=1[C@:9]12[CH2:17][O:16][C@H:15]([CH2:18][F:48])[C@H:14]1[CH2:13][S:12][C:11]([NH:20][C:21](=[O:28])[C:22]1[CH:27]=[CH:26][CH:25]=[CH:24][CH:23]=1)=[N:10]2, predict the reactants needed to synthesize it. The reactants are: [F:1][C:2]1[C:7]([F:8])=[CH:6][CH:5]=[CH:4][C:3]=1[C@:9]12[CH2:17][O:16][C@H:15]([CH2:18]O)[C@H:14]1[CH2:13][S:12][C:11]([NH:20][C:21](=[O:28])[C:22]1[CH:27]=[CH:26][CH:25]=[CH:24][CH:23]=1)=[N:10]2.C(N(CC)C(C)C)(C)C.F.F.F.C(N(CC)CC)C.[F:48]C(F)(S(F)(=O)=O)C(F)(F)C(F)(F)C(F)(F)F.[NH4+].[Cl-]. (6) Given the product [C:1]([O:5][C:6]([N:8]1[CH2:9][CH2:10][C:11]2[CH:18]=[C:17]([NH:19][S:28]([C:27]3[CH:22]=[CH:23][C:24]([I:32])=[CH:25][CH:26]=3)(=[O:30])=[O:29])[C:16]([O:20][CH3:21])=[CH:15][C:12]=2[CH2:13][CH2:14]1)=[O:7])([CH3:4])([CH3:3])[CH3:2], predict the reactants needed to synthesize it. The reactants are: [C:1]([O:5][C:6]([N:8]1[CH2:14][CH2:13][C:12]2[CH:15]=[C:16]([O:20][CH3:21])[C:17]([NH2:19])=[CH:18][C:11]=2[CH2:10][CH2:9]1)=[O:7])([CH3:4])([CH3:3])[CH3:2].[CH:22]1[C:27]([S:28](Cl)(=[O:30])=[O:29])=[CH:26][CH:25]=[C:24]([I:32])[CH:23]=1. (7) Given the product [C:1]([O:5][C:6]([N:8]1[CH2:17][CH2:16][C:15]2[C:10](=[CH:11][CH:12]=[CH:13][C:14]=2[CH:24]=[O:25])[CH2:9]1)=[O:7])([CH3:4])([CH3:3])[CH3:2], predict the reactants needed to synthesize it. The reactants are: [C:1]([O:5][C:6]([N:8]1[CH2:17][CH2:16][C:15]2[C:10](=[CH:11][CH:12]=[CH:13][C:14]=2Br)[CH2:9]1)=[O:7])([CH3:4])([CH3:3])[CH3:2].C([Li])(C)(C)C.[CH:24](N1CCOCC1)=[O:25].[Cl-].[NH4+]. (8) Given the product [C:23]([C:3]1[N:4]=[CH:5][C:6]([NH:8][C@@H:9]2[CH2:14][CH2:13][CH2:12][CH2:11][C@@H:10]2[NH:15][C:16](=[O:22])[O:17][C:18]([CH3:21])([CH3:20])[CH3:19])=[N:7][C:2]=1[NH:25][C:26]1[CH:33]=[CH:32][C:29]([C:30]#[N:31])=[CH:28][CH:27]=1)#[N:24], predict the reactants needed to synthesize it. The reactants are: Cl[C:2]1[N:7]=[C:6]([NH:8][C@@H:9]2[CH2:14][CH2:13][CH2:12][CH2:11][C@@H:10]2[NH:15][C:16](=[O:22])[O:17][C:18]([CH3:21])([CH3:20])[CH3:19])[CH:5]=[N:4][C:3]=1[C:23]#[N:24].[NH2:25][C:26]1[CH:33]=[CH:32][C:29]([C:30]#[N:31])=[CH:28][CH:27]=1.C([O-])([O-])=O.[K+].[K+].C1C=CC(P(C2C(C3C(P(C4C=CC=CC=4)C4C=CC=CC=4)=CC=C4C=3C=CC=C4)=C3C(C=CC=C3)=CC=2)C2C=CC=CC=2)=CC=1.